This data is from NCI-60 drug combinations with 297,098 pairs across 59 cell lines. The task is: Regression. Given two drug SMILES strings and cell line genomic features, predict the synergy score measuring deviation from expected non-interaction effect. (1) Drug 1: CC1=C(C=C(C=C1)NC(=O)C2=CC=C(C=C2)CN3CCN(CC3)C)NC4=NC=CC(=N4)C5=CN=CC=C5. Drug 2: CC12CCC3C(C1CCC2OP(=O)(O)O)CCC4=C3C=CC(=C4)OC(=O)N(CCCl)CCCl.[Na+]. Cell line: MDA-MB-435. Synergy scores: CSS=-3.97, Synergy_ZIP=3.16, Synergy_Bliss=6.63, Synergy_Loewe=-3.09, Synergy_HSA=-1.83. (2) Drug 1: CCC1=CC2CC(C3=C(CN(C2)C1)C4=CC=CC=C4N3)(C5=C(C=C6C(=C5)C78CCN9C7C(C=CC9)(C(C(C8N6C)(C(=O)OC)O)OC(=O)C)CC)OC)C(=O)OC.C(C(C(=O)O)O)(C(=O)O)O. Drug 2: CC1=CC=C(C=C1)C2=CC(=NN2C3=CC=C(C=C3)S(=O)(=O)N)C(F)(F)F. Cell line: TK-10. Synergy scores: CSS=21.8, Synergy_ZIP=-7.33, Synergy_Bliss=1.28, Synergy_Loewe=-19.0, Synergy_HSA=0.0541. (3) Drug 1: CC1=C(C=C(C=C1)NC2=NC=CC(=N2)N(C)C3=CC4=NN(C(=C4C=C3)C)C)S(=O)(=O)N.Cl. Drug 2: C#CCC(CC1=CN=C2C(=N1)C(=NC(=N2)N)N)C3=CC=C(C=C3)C(=O)NC(CCC(=O)O)C(=O)O. Cell line: U251. Synergy scores: CSS=8.34, Synergy_ZIP=-5.04, Synergy_Bliss=-5.32, Synergy_Loewe=-2.84, Synergy_HSA=-2.87. (4) Drug 1: CN1CCC(CC1)COC2=C(C=C3C(=C2)N=CN=C3NC4=C(C=C(C=C4)Br)F)OC. Drug 2: C1CCC(C(C1)N)N.C(=O)(C(=O)[O-])[O-].[Pt+4]. Cell line: MCF7. Synergy scores: CSS=40.3, Synergy_ZIP=-1.85, Synergy_Bliss=6.71, Synergy_Loewe=-14.5, Synergy_HSA=8.48. (5) Drug 1: CCCS(=O)(=O)NC1=C(C(=C(C=C1)F)C(=O)C2=CNC3=C2C=C(C=N3)C4=CC=C(C=C4)Cl)F. Drug 2: CC1C(C(CC(O1)OC2CC(CC3=C2C(=C4C(=C3O)C(=O)C5=C(C4=O)C(=CC=C5)OC)O)(C(=O)C)O)N)O.Cl. Cell line: MDA-MB-435. Synergy scores: CSS=44.6, Synergy_ZIP=7.42, Synergy_Bliss=11.9, Synergy_Loewe=7.82, Synergy_HSA=11.1.